From a dataset of Forward reaction prediction with 1.9M reactions from USPTO patents (1976-2016). Predict the product of the given reaction. (1) Given the reactants [C:1]([O:5][C:6](=[O:11])[NH:7][CH2:8][CH2:9][NH2:10])([CH3:4])([CH3:3])[CH3:2].[CH2:12]([C:14]1[CH:19]=[C:18]([C:20]2[N:24]=[C:23]([C:25]3[CH:30]=[C:29]([CH3:31])[C:28]([CH2:32][CH:33]([CH3:35])[CH3:34])=[CH:27][N:26]=3)[O:22][N:21]=2)[CH:17]=[C:16]([CH3:36])[C:15]=1[CH2:37][CH2:38][C:39](O)=[O:40])[CH3:13], predict the reaction product. The product is: [C:1]([O:5][C:6](=[O:11])[NH:7][CH2:8][CH2:9][NH:10][C:39](=[O:40])[CH2:38][CH2:37][C:15]1[C:16]([CH3:36])=[CH:17][C:18]([C:20]2[N:24]=[C:23]([C:25]3[CH:30]=[C:29]([CH3:31])[C:28]([CH2:32][CH:33]([CH3:34])[CH3:35])=[CH:27][N:26]=3)[O:22][N:21]=2)=[CH:19][C:14]=1[CH2:12][CH3:13])([CH3:4])([CH3:2])[CH3:3]. (2) Given the reactants [CH3:1][C:2]1[N:6]2[N:7]=[C:8]([CH2:11]O)[CH:9]=[CH:10][C:5]2=[N:4][C:3]=1[C:13]([F:16])([F:15])[F:14].S(Cl)([Cl:19])=O, predict the reaction product. The product is: [Cl:19][CH2:11][C:8]1[CH:9]=[CH:10][C:5]2[N:6]([C:2]([CH3:1])=[C:3]([C:13]([F:16])([F:15])[F:14])[N:4]=2)[N:7]=1.